From a dataset of Full USPTO retrosynthesis dataset with 1.9M reactions from patents (1976-2016). Predict the reactants needed to synthesize the given product. (1) Given the product [C:1]([N:9]1[CH2:14][CH2:13][N:12]([C:15](=[O:30])[C@H:16]([CH3:17])[O:18][C:19]2[CH:28]=[CH:27][CH:26]=[C:25]3[C:20]=2[CH:21]=[CH:22][C:23](=[O:34])[NH:24]3)[C@H:11]([CH3:31])[CH2:10]1)(=[O:8])[C:2]1[CH:7]=[CH:6][CH:5]=[CH:4][CH:3]=1, predict the reactants needed to synthesize it. The reactants are: [C:1]([N:9]1[CH2:14][CH2:13][N:12]([C:15](=[O:30])[C@@H:16]([O:18][C:19]2[CH:28]=[CH:27][CH:26]=[C:25]3[C:20]=2[CH:21]=[CH:22][C:23](Cl)=[N:24]3)[CH3:17])[C@H:11]([CH3:31])[CH2:10]1)(=[O:8])[C:2]1[CH:7]=[CH:6][CH:5]=[CH:4][CH:3]=1.C(O)(=[O:34])C. (2) Given the product [OH:10][C:6]1[CH:5]=[C:4]([C@@H:2]([NH:1][C:16](=[O:17])[O:15][C:12]([CH3:14])([CH3:13])[CH3:11])[CH3:3])[CH:9]=[CH:8][CH:7]=1, predict the reactants needed to synthesize it. The reactants are: [NH2:1][C@H:2]([C:4]1[CH:5]=[C:6]([OH:10])[CH:7]=[CH:8][CH:9]=1)[CH3:3].[CH3:11][C:12]([O:15][C:16](O[C:16]([O:15][C:12]([CH3:14])([CH3:13])[CH3:11])=[O:17])=[O:17])([CH3:14])[CH3:13].CCN(C(C)C)C(C)C. (3) Given the product [CH2:1]([O:3][C:4]1[CH:13]=[C:12]2[C:7]([C:8]([CH3:16])=[CH:9][C:10]([CH3:15])([CH3:14])[O:11]2)=[CH:6][C:5]=1/[C:17](/[CH2:25][CH3:26])=[C:18](/[F:24])\[CH2:19][OH:20])[CH3:2], predict the reactants needed to synthesize it. The reactants are: [CH2:1]([O:3][C:4]1[CH:13]=[C:12]2[C:7]([C:8]([CH3:16])=[CH:9][C:10]([CH3:15])([CH3:14])[O:11]2)=[CH:6][C:5]=1[C:17]([CH2:25][CH3:26])=[C:18]([F:24])[C:19](OCC)=[O:20])[CH3:2].C(OC1C=C2C(C(C)=CC(C)(C)O2)=CC=1/C(/CC)=C(/F)\C(OCC)=O)C.[H-].C([Al+]CC(C)C)C(C)C.